Dataset: Peptide-MHC class I binding affinity with 185,985 pairs from IEDB/IMGT. Task: Regression. Given a peptide amino acid sequence and an MHC pseudo amino acid sequence, predict their binding affinity value. This is MHC class I binding data. (1) The peptide sequence is VAFELWAKR. The MHC is HLA-A33:01 with pseudo-sequence HLA-A33:01. The binding affinity (normalized) is 0.635. (2) The peptide sequence is LQSPPIREA. The MHC is HLA-B15:01 with pseudo-sequence HLA-B15:01. The binding affinity (normalized) is 0.0260. (3) The MHC is HLA-B57:01 with pseudo-sequence HLA-B57:01. The binding affinity (normalized) is 0.213. The peptide sequence is SENDRLRLL. (4) The MHC is HLA-A25:01 with pseudo-sequence HLA-A25:01. The binding affinity (normalized) is 0.0847. The peptide sequence is RLAPEPVYT. (5) The peptide sequence is STSRSYMSF. The MHC is HLA-A01:01 with pseudo-sequence HLA-A01:01. The binding affinity (normalized) is 0.120.